This data is from Forward reaction prediction with 1.9M reactions from USPTO patents (1976-2016). The task is: Predict the product of the given reaction. (1) The product is: [S:32]1[CH:36]=[CH:35][CH:34]=[C:33]1[CH2:37][NH:38][C:16]([C:14]1[C:26]([Br:27])=[C:25]2[CH:12]=[C:7]([C:1]3[CH:2]=[CH:3][CH:4]=[CH:5][CH:6]=3)[CH:8]=[C:9]([Br:64])[N:10]2[N:13]=1)=[O:18]. Given the reactants [C:1]1([C:7]2[CH:12]=C[N:10]3[N:13]=[C:14]([C:16]([OH:18])=O)C=[C:9]3[CH:8]=2)[CH:6]=[CH:5][CH:4]=[CH:3][CH:2]=1.C([Li])CCC.Br[C:25](Cl)(Cl)[C:26](Cl)(Cl)[Br:27].[S:32]1[CH:36]=[CH:35][CH:34]=[C:33]1[CH2:37][NH2:38].C(N(CC)C(C)C)(C)C.C1CN([P+]([Br:64])(N2CCCC2)N2CCCC2)CC1.F[P-](F)(F)(F)(F)F, predict the reaction product. (2) Given the reactants [CH2:1]([NH:3][C:4]([C:6]1[CH:11]=[CH:10][C:9]([N:12]2[C:16]([OH:17])=[C:15]([C:18]([O:20][CH3:21])=[O:19])[N:14]=[N:13]2)=[CH:8][CH:7]=1)=[O:5])[CH3:2].Br[CH2:23][CH2:24][CH2:25][C:26]1[CH:31]=[CH:30][CH:29]=[CH:28][CH:27]=1.C(=O)([O-])[O-].[K+].[K+], predict the reaction product. The product is: [CH2:1]([NH:3][C:4]([C:6]1[CH:7]=[CH:8][C:9]([N:12]2[C:16]([O:17][CH2:23][CH2:24][CH2:25][C:26]3[CH:31]=[CH:30][CH:29]=[CH:28][CH:27]=3)=[C:15]([C:18]([O:20][CH3:21])=[O:19])[N:14]=[N:13]2)=[CH:10][CH:11]=1)=[O:5])[CH3:2]. (3) Given the reactants [CH3:1][C:2]1([CH3:17])[C:6]([CH3:8])([CH3:7])[O:5][B:4](B2OC(C)(C)C(C)O2)[O:3]1.C([O-])(=O)C.[K+].N#N.FC(F)(F)S(O[C:31]1[CH2:32][CH2:33][CH2:34][N:35]([C:37]([O:39][C:40]([CH3:43])([CH3:42])[CH3:41])=[O:38])[CH:36]=1)(=O)=O.FC(F)(F)S(O[C:52]1[CH2:53][N:54]([C:58]([O:60][C:61]([CH3:64])([CH3:63])[CH3:62])=[O:59])[CH2:55][CH2:56][CH:57]=1)(=O)=O, predict the reaction product. The product is: [CH3:17][C:2]1([CH3:1])[C:6]([CH3:7])([CH3:8])[O:5][B:4]([C:33]2[CH2:34][N:35]([C:37]([O:39][C:40]([CH3:43])([CH3:42])[CH3:41])=[O:38])[CH2:36][CH2:31][CH:32]=2)[O:3]1.[CH3:17][C:2]1([CH3:1])[C:6]([CH3:7])([CH3:8])[O:5][B:4]([C:52]2[CH2:57][CH2:56][CH2:55][N:54]([C:58]([O:60][C:61]([CH3:64])([CH3:63])[CH3:62])=[O:59])[CH:53]=2)[O:3]1. (4) Given the reactants [Cl:1][C:2]1[CH:3]=[N:4][C:5]2[N:6]([N:8]=[C:9]([C:11]([OH:13])=O)[CH:10]=2)[CH:7]=1.[NH:14]1[C:18]([C:19]2[CH2:20][CH2:21][NH:22][CH2:23][CH:24]=2)=[N:17][N:16]=[N:15]1, predict the reaction product. The product is: [Cl:1][C:2]1[CH:3]=[N:4][C:5]2[N:6]([N:8]=[C:9]([C:11]([N:22]3[CH2:23][CH:24]=[C:19]([C:18]4[NH:17][N:16]=[N:15][N:14]=4)[CH2:20][CH2:21]3)=[O:13])[CH:10]=2)[CH:7]=1.